Regression/Classification. Given a drug SMILES string, predict its absorption, distribution, metabolism, or excretion properties. Task type varies by dataset: regression for continuous measurements (e.g., permeability, clearance, half-life) or binary classification for categorical outcomes (e.g., BBB penetration, CYP inhibition). Dataset: cyp1a2_veith. From a dataset of CYP1A2 inhibition data for predicting drug metabolism from PubChem BioAssay. (1) The drug is COc1c(O[C@H]2O[C@@H](CO)[C@@H](O)[C@@H](O)[C@@H]2O)cc2c(c1OC)-c1ccc(SC)c(=O)cc1[C@H](NC(C)=O)CC2. The result is 0 (non-inhibitor). (2) The molecule is COC(=O)c1cc(C#N)c(Oc2ccc(OC)cc2)nc1C. The result is 1 (inhibitor). (3) The molecule is COc1cccc(-c2ccc3ncnc(NCc4ccc(OC)cc4OC)c3c2)c1. The result is 1 (inhibitor).